The task is: Predict the product of the given reaction.. This data is from Forward reaction prediction with 1.9M reactions from USPTO patents (1976-2016). (1) Given the reactants [C:1]([CH:4](OS(C1C=CC(C)=CC=1)(=O)=O)[C:5]1[CH:10]=[CH:9][CH:8]=[CH:7][CH:6]=1)(=[O:3])[NH2:2].[F:22][C:23]1[CH:28]=[CH:27][CH:26]=[CH:25][C:24]=1[CH2:29][CH2:30][C@H:31]1[C:40]2[C:35](=[CH:36][C:37]([O:43][CH3:44])=[C:38]([O:41][CH3:42])[CH:39]=2)[CH2:34][CH2:33][NH:32]1, predict the reaction product. The product is: [F:22][C:23]1[CH:28]=[CH:27][CH:26]=[CH:25][C:24]=1[CH2:29][CH2:30][C@H:31]1[C:40]2[C:35](=[CH:36][C:37]([O:43][CH3:44])=[C:38]([O:41][CH3:42])[CH:39]=2)[CH2:34][CH2:33][N:32]1[C@H:4]([C:5]1[CH:6]=[CH:7][CH:8]=[CH:9][CH:10]=1)[C:1]([NH2:2])=[O:3]. (2) The product is: [C:42]([O:41][C:39]([O:38][C:31]1[C:8]2[C@H:9]3[CH2:13][N:12]([C:14]([O:16][C:17]([CH3:20])([CH3:18])[CH3:19])=[O:15])[CH2:11][C@@H:10]3[CH2:21][CH2:22][O:23][C:7]=2[CH:6]=[CH:5][CH:4]=1)=[O:40])([CH3:43])([CH3:44])[CH3:45]. Given the reactants COC1[C:8]2[C@H:9]3[CH2:13][N:12]([C:14]([O:16][C:17]([CH3:20])([CH3:19])[CH3:18])=[O:15])[CH2:11][C@@H:10]3[CH2:21][CH2:22][O:23][C:7]=2[CH:6]=[CH:5][CH:4]=1.Br.N1C=CC=CC=1.[C:31]([O:38][C:39]([O:41][C:42]([CH3:45])([CH3:44])[CH3:43])=[O:40])(OC(C)(C)C)=O, predict the reaction product. (3) Given the reactants Cl[C:2]1[N:7]=[C:6]([NH2:8])[N:5]=[C:4]([NH:9][C:10]2[CH:15]=[CH:14][C:13]([O:16][C:17]3[CH:22]=[CH:21][N:20]=[C:19]([CH3:23])[CH:18]=3)=[CH:12][CH:11]=2)[CH:3]=1.[NH2:24][C:25]1[CH:30]=[CH:29][C:28](B2OC(C)(C)C(C)(C)O2)=[CH:27][N:26]=1.C([O-])([O-])=O.[Na+].[Na+], predict the reaction product. The product is: [NH3:5].[NH2:24][C:25]1[N:26]=[CH:27][C:28]([C:2]2[N:7]=[C:6]([NH2:8])[N:5]=[C:4]([NH:9][C:10]3[CH:15]=[CH:14][C:13]([O:16][C:17]4[CH:22]=[CH:21][N:20]=[C:19]([CH3:23])[CH:18]=4)=[CH:12][CH:11]=3)[CH:3]=2)=[CH:29][CH:30]=1. (4) Given the reactants CCN(C(C)C)C(C)C.OC(C(F)(F)F)=O.[NH2:17][CH2:18][C:19]([N:21]1[CH2:26][CH2:25][N:24]([C:27](=[O:38])[C:28]2[CH:33]=[CH:32][CH:31]=[CH:30][C:29]=2[C:34]([F:37])([F:36])[F:35])[CH2:23][CH2:22]1)=[O:20].C1C=CC2N(O)N=NC=2C=1.CCN=C=NCCCN(C)C.Cl.[C:61]1([C:67]2[CH:68]=[C:69]([C:72](O)=[O:73])[S:70][CH:71]=2)[CH:66]=[CH:65][CH:64]=[CH:63][CH:62]=1, predict the reaction product. The product is: [O:20]=[C:19]([N:21]1[CH2:22][CH2:23][N:24]([C:27](=[O:38])[C:28]2[CH:33]=[CH:32][CH:31]=[CH:30][C:29]=2[C:34]([F:37])([F:35])[F:36])[CH2:25][CH2:26]1)[CH2:18][NH:17][C:72]([C:69]1[S:70][CH:71]=[C:67]([C:61]2[CH:62]=[CH:63][CH:64]=[CH:65][CH:66]=2)[CH:68]=1)=[O:73].